Dataset: Catalyst prediction with 721,799 reactions and 888 catalyst types from USPTO. Task: Predict which catalyst facilitates the given reaction. (1) Reactant: Cl.[CH3:2][C:3]1[C:4]([C:11]2[CH:12]=[N:13][C:14]([C:17]([F:20])([F:19])[F:18])=[CH:15][CH:16]=2)=[CH:5][C:6]([CH2:9][NH2:10])=[N:7][CH:8]=1.[C:21]([O:25][C:26]([N:28]1[CH2:32][C@H:31]([F:33])[CH2:30][C@H:29]1[C:34](O)=[O:35])=[O:27])([CH3:24])([CH3:23])[CH3:22].CCN(C(C)C)C(C)C.CN(C(ON1N=NC2C=CC=NC1=2)=[N+](C)C)C.F[P-](F)(F)(F)(F)F. Product: [F:33][C@H:31]1[CH2:32][N:28]([C:26]([O:25][C:21]([CH3:22])([CH3:23])[CH3:24])=[O:27])[C@H:29]([C:34](=[O:35])[NH:10][CH2:9][C:6]2[CH:5]=[C:4]([C:11]3[CH:12]=[N:13][C:14]([C:17]([F:20])([F:18])[F:19])=[CH:15][CH:16]=3)[C:3]([CH3:2])=[CH:8][N:7]=2)[CH2:30]1. The catalyst class is: 35. (2) Reactant: [CH3:1][O:2][C:3]1[CH:22]=[CH:21][C:6]2[CH:7]=[C:8](/[CH:10]=[CH:11]/[C:12]3[CH:17]=[CH:16][C:15]([N:18]([CH3:20])[CH3:19])=[CH:14][CH:13]=3)[O:9][C:5]=2[CH:4]=1.[C:23](=[O:26])(O)[O-].[Na+]. Product: [O:26]1[CH2:23][CH2:19][N:18]([CH2:20][CH2:1][O:2][C:3]2[CH:22]=[CH:21][C:6]3[CH:7]=[C:8](/[CH:10]=[CH:11]/[C:12]4[CH:17]=[CH:16][C:15]([N:18]([CH3:19])[CH3:20])=[CH:14][CH:13]=4)[O:9][C:5]=3[CH:4]=2)[CH2:15]1. The catalyst class is: 9.